From a dataset of Full USPTO retrosynthesis dataset with 1.9M reactions from patents (1976-2016). Predict the reactants needed to synthesize the given product. (1) Given the product [CH3:25][C:22]1[CH:23]=[CH:24][C:19]([N:15]2[C:14]3[CH:26]=[C:10]([O:9][CH2:8][CH2:7][CH2:6][CH2:5][CH2:4][C:3]([OH:2])=[O:27])[CH:11]=[CH:12][C:13]=3[N:17]=[C:16]2[O:40][C:34]2[CH:39]=[CH:38][CH:37]=[CH:36][CH:35]=2)=[CH:20][CH:21]=1, predict the reactants needed to synthesize it. The reactants are: C[O:2][C:3](=[O:27])[CH2:4][CH2:5][CH2:6][CH2:7][CH2:8][O:9][C:10]1[CH:11]=[CH:12][C:13]2[N:17]=[C:16](Cl)[N:15]([C:19]3[CH:24]=[CH:23][C:22]([CH3:25])=[CH:21][CH:20]=3)[C:14]=2[CH:26]=1.C(=O)([O-])[O-].[K+].[K+].[C:34]1([OH:40])[CH:39]=[CH:38][CH:37]=[CH:36][CH:35]=1.[Cl-].[NH4+]. (2) Given the product [CH3:15][O:14][C:11]1[C:12](=[O:13])[C:7]([C:5]2[N:33]([C:27]3[CH:32]=[CH:31][CH:30]=[CH:29][CH:28]=3)[N:2]=[CH:3][CH:4]=2)=[N:8][N:9]([C:16]2[CH:21]=[CH:20][CH:19]=[C:18]([C:22]([F:24])([F:23])[F:25])[CH:17]=2)[CH:10]=1, predict the reactants needed to synthesize it. The reactants are: C[N:2](C)[CH:3]=[CH:4][C:5]([C:7]1[C:12](=[O:13])[C:11]([O:14][CH3:15])=[CH:10][N:9]([C:16]2[CH:21]=[CH:20][CH:19]=[C:18]([C:22]([F:25])([F:24])[F:23])[CH:17]=2)[N:8]=1)=O.[C:27]1([NH:33]N)[CH:32]=[CH:31][CH:30]=[CH:29][CH:28]=1. (3) Given the product [F:13][C:14]([F:20])([F:19])[CH2:15][C:16]([NH:1][C:2]1[C:3]([CH3:12])=[C:4]([CH:9]=[CH:10][CH:11]=1)[C:5]([O:7][CH3:8])=[O:6])=[O:17], predict the reactants needed to synthesize it. The reactants are: [NH2:1][C:2]1[C:3]([CH3:12])=[C:4]([CH:9]=[CH:10][CH:11]=1)[C:5]([O:7][CH3:8])=[O:6].[F:13][C:14]([F:20])([F:19])[CH2:15][C:16](Cl)=[O:17].O. (4) Given the product [F:1][C:2]1[CH:17]=[CH:16][CH:15]=[CH:14][C:3]=1[CH2:4][O:5][C:6]1[CH:7]=[CH:8][C:9](/[CH:12]=[N:13]/[S@@:37]([C:34]([CH3:36])([CH3:35])[CH3:33])=[O:38])=[N:10][CH:11]=1, predict the reactants needed to synthesize it. The reactants are: [F:1][C:2]1[CH:17]=[CH:16][CH:15]=[CH:14][C:3]=1[CH2:4][O:5][C:6]1[CH:7]=[CH:8][C:9]([C:12]#[N:13])=[N:10][CH:11]=1.CC(C[AlH]CC(C)C)C.Cl.C(=O)(O)[O-].[Na+].[CH3:33][C:34]([S@:37](N)=[O:38])([CH3:36])[CH3:35]. (5) Given the product [S:6]1[CH:7]=[CH:8][CH:9]=[C:5]1[C:14]1([N:10]2[CH2:11][CH2:12][CH2:13]2)[CH2:23][CH2:22][C:17]2([O:18][CH2:19][CH2:20][O:21]2)[CH2:16][CH2:15]1, predict the reactants needed to synthesize it. The reactants are: II.[Mg].Br[C:5]1[S:6][CH:7]=[CH:8][CH:9]=1.[N:10]1([C:14]2(C#N)[CH2:23][CH2:22][C:17]3([O:21][CH2:20][CH2:19][O:18]3)[CH2:16][CH2:15]2)[CH2:13][CH2:12][CH2:11]1. (6) Given the product [CH3:19][S:20]([O:1][CH2:2][C@H:3]1[CH2:8][CH2:7][C@H:6]([NH:9][C:10]([O:11][C:12]([CH3:13])([CH3:14])[CH3:15])=[O:16])[CH2:5][C@H:4]1[O:17][CH3:18])(=[O:22])=[O:21], predict the reactants needed to synthesize it. The reactants are: [OH:1][CH2:2][C@H:3]1[CH2:8][CH2:7][C@H:6]([NH:9][C:10](=[O:16])[O:11][C:12]([CH3:15])([CH3:14])[CH3:13])[CH2:5][C@H:4]1[O:17][CH3:18].[CH3:19][S:20](Cl)(=[O:22])=[O:21]. (7) Given the product [OH:2][CH:1]([C:22]1[CH:23]=[CH:24][C:19]([O:18][CH3:17])=[CH:20][CH:21]=1)[C:3]1[CH:4]=[N:5][CH:6]=[CH:7][C:8]=1[C:9]1[CH:10]=[C:11]([CH:14]=[CH:15][CH:16]=1)[C:12]#[N:13], predict the reactants needed to synthesize it. The reactants are: [CH:1]([C:3]1[CH:4]=[N:5][CH:6]=[CH:7][C:8]=1[C:9]1[CH:10]=[C:11]([CH:14]=[CH:15][CH:16]=1)[C:12]#[N:13])=[O:2].[CH3:17][O:18][C:19]1[CH:24]=[CH:23][C:22]([Mg]Br)=[CH:21][CH:20]=1. (8) Given the product [OH:26][N:19]=[C:18]([C:15]1[N:16]=[N:17][C:12]([N:9]2[CH2:10][CH2:11][CH:6]([O:5][C:4]3[CH:20]=[CH:21][CH:22]=[CH:23][C:3]=3[C:2]([F:24])([F:1])[F:25])[CH2:7][CH2:8]2)=[CH:13][CH:14]=1)[NH2:27], predict the reactants needed to synthesize it. The reactants are: [F:1][C:2]([F:25])([F:24])[C:3]1[CH:23]=[CH:22][CH:21]=[CH:20][C:4]=1[O:5][CH:6]1[CH2:11][CH2:10][N:9]([C:12]2[N:17]=[N:16][C:15]([C:18]#[N:19])=[CH:14][CH:13]=2)[CH2:8][CH2:7]1.[OH2:26].[NH2:27]O.Cl.C([O-])([O-])=O.[Na+].[Na+]. (9) Given the product [NH2:8][CH2:9][C@@H:10]([N:12]1[C:16]2=[N:17][C:18]([C:21]([O:23][CH2:24][CH3:25])=[O:22])=[CH:19][CH:20]=[C:15]2[CH:14]=[C:13]1[C:26]([O:28][CH2:29][CH3:30])=[O:27])[CH3:11], predict the reactants needed to synthesize it. The reactants are: C(OC([NH:8][CH2:9][C@@H:10]([N:12]1[C:16]2=[N:17][C:18]([C:21]([O:23][CH2:24][CH3:25])=[O:22])=[CH:19][CH:20]=[C:15]2[CH:14]=[C:13]1[C:26]([O:28][CH2:29][CH3:30])=[O:27])[CH3:11])=O)(C)(C)C.C(O)(C(F)(F)F)=O.